From a dataset of hERG Central: cardiac toxicity at 1µM, 10µM, and general inhibition. Predict hERG channel inhibition at various concentrations. (1) The drug is COc1ccc(OC)c(CN2CCN(Cc3cccc4ccccc34)CC2)c1.O=C(O)C(=O)O. Results: hERG_inhib (hERG inhibition (general)): blocker. (2) The compound is CCN(CC)S(=O)(=O)c1cccc(C(=O)Nc2ccc(C#N)cc2)c1. Results: hERG_inhib (hERG inhibition (general)): blocker. (3) The drug is Br.CCCCCN1C2=NCCN2c2ccccc21. Results: hERG_inhib (hERG inhibition (general)): blocker. (4) The compound is O=C(C1=C[C@@H](c2ccc3c(c2)OCO3)C[C@@H](OCCCCO)O1)N1CCN(Cc2ccc3c(c2)OCO3)CC1. Results: hERG_inhib (hERG inhibition (general)): blocker. (5) The drug is CN(C)CCCNC(=O)/C(=C\C=C\c1ccccc1)NC(=O)c1ccc([N+](=O)[O-])cc1. Results: hERG_inhib (hERG inhibition (general)): blocker. (6) The compound is CCOc1ccc(CNCCc2ccc3c(c2)OCO3)cc1. Results: hERG_inhib (hERG inhibition (general)): blocker. (7) The drug is Cn1c(=O)c2c(nc(N3CCN(C(=O)c4ccco4)CC3)n2CCSc2ncccn2)n(C)c1=O. Results: hERG_inhib (hERG inhibition (general)): blocker. (8) The compound is CCCn1c2c(c(O)c(C(=O)NCCCN(CC)CC)c1=O)CCCC2.Cl. Results: hERG_inhib (hERG inhibition (general)): blocker. (9) The molecule is COc1ccc(C(=O)N2CCN(c3ccc([N+](=O)[O-])c(-n4nc(C)cc4C)c3)CC2)cc1. Results: hERG_inhib (hERG inhibition (general)): blocker.